Dataset: Forward reaction prediction with 1.9M reactions from USPTO patents (1976-2016). Task: Predict the product of the given reaction. (1) Given the reactants [N:1]1[CH:6]=[CH:5][CH:4]=[CH:3][C:2]=1[C:7]1[N:11]=[C:10]([C:12]2[CH:17]=[C:16]([C:18]#[N:19])[CH:15]=[C:14](I)[CH:13]=2)[O:9][N:8]=1.C(N(CC)CC)C.[CH2:28]([OH:31])[C:29]#[CH:30], predict the reaction product. The product is: [N:1]1[CH:6]=[CH:5][CH:4]=[CH:3][C:2]=1[C:7]1[N:11]=[C:10]([C:12]2[CH:17]=[C:16]([C:18]#[N:19])[CH:15]=[C:14]([C:30]#[C:29][CH2:28][OH:31])[CH:13]=2)[O:9][N:8]=1. (2) Given the reactants [F:1][C:2]([F:16])([F:15])[C:3]1[CH:14]=[CH:13][C:6]2[S:7][C:8]([C:10](Cl)=[O:11])=[CH:9][C:5]=2[CH:4]=1.[C:17]([O:21][CH3:22])(=[O:20])[CH2:18][SH:19].C(N(CC)CC)C, predict the reaction product. The product is: [F:1][C:2]([F:16])([F:15])[C:3]1[CH:14]=[CH:13][C:6]2[S:7][C:8]([C:10](=[O:11])[S:19][CH2:18][C:17]([O:21][CH3:22])=[O:20])=[CH:9][C:5]=2[CH:4]=1. (3) The product is: [ClH:20].[ClH:20].[NH2:10][C@@H:7]([CH2:8][CH3:9])[C@H:6]([OH:18])[C:5]([NH:4][CH:1]1[CH2:2][CH2:3]1)=[O:19]. Given the reactants [CH:1]1([NH:4][C:5](=[O:19])[C@@H:6]([OH:18])[C@@H:7]([NH:10]C(=O)OC(C)(C)C)[CH2:8][CH3:9])[CH2:3][CH2:2]1.[ClH:20], predict the reaction product. (4) The product is: [CH3:25][O:24][C:7]1[CH:6]=[CH:5][C:4]2[N:3]=[C:2]([NH:38][C:37]3[CH:39]=[CH:40][CH:41]=[C:35]([S:32]([N:29]4[CH2:30][CH2:31][O:26][CH2:27][CH2:28]4)(=[O:34])=[O:33])[CH:36]=3)[C:11]3=[N:12][NH:13][CH:14]=[C:10]3[C:9]=2[CH:8]=1. Given the reactants Cl[C:2]1[C:11]2=[N:12][N:13](CC3C=CC(OC)=CC=3)[CH:14]=[C:10]2[C:9]2[CH:8]=[C:7]([O:24][CH3:25])[CH:6]=[CH:5][C:4]=2[N:3]=1.[O:26]1[CH2:31][CH2:30][N:29]([S:32]([C:35]2[CH:36]=[C:37]([CH:39]=[CH:40][CH:41]=2)[NH2:38])(=[O:34])=[O:33])[CH2:28][CH2:27]1.Cl, predict the reaction product. (5) The product is: [C:9]1([CH2:15][CH2:16][CH2:17][PH:4](=[O:3])[OH:5])[CH:14]=[CH:13][CH:12]=[CH:11][CH:10]=1. Given the reactants C([O:3][P:4](Cl)[O:5]CC)C.[C:9]1([CH2:15][CH2:16][CH2:17][Mg]Br)[CH:14]=[CH:13][CH:12]=[CH:11][CH:10]=1.O, predict the reaction product. (6) Given the reactants Br[C:2]1[CH:3]=[N:4][CH:5]=[CH:6][CH:7]=1.[Br:8][C:9]1[CH:16]=[CH:15][C:12]([CH:13]=[O:14])=[CH:11][CH:10]=1, predict the reaction product. The product is: [Br:8][C:9]1[CH:16]=[CH:15][C:12]([CH:13]([C:2]2[CH:3]=[N:4][CH:5]=[CH:6][CH:7]=2)[OH:14])=[CH:11][CH:10]=1. (7) The product is: [NH2:29][CH:30]1[CH2:35][CH2:34][CH:33]([NH:36][C:2]2[N:10]=[C:9]3[C:5]([N:6]=[CH:7][N:8]3[CH:11]3[CH2:12][CH2:13][CH2:14][CH2:15]3)=[C:4]([NH:16][CH2:17][C:18]3[CH:19]=[CH:20][C:21]([N:24]4[CH:28]=[CH:27][CH:26]=[N:25]4)=[CH:22][CH:23]=3)[N:3]=2)[CH2:32][CH2:31]1. Given the reactants Cl[C:2]1[N:10]=[C:9]2[C:5]([N:6]=[CH:7][N:8]2[CH:11]2[CH2:15][CH2:14][CH2:13][CH2:12]2)=[C:4]([NH:16][CH2:17][C:18]2[CH:23]=[CH:22][C:21]([N:24]3[CH:28]=[CH:27][CH:26]=[N:25]3)=[CH:20][CH:19]=2)[N:3]=1.[NH2:29][C@H:30]1[CH2:35][CH2:34][C@H:33]([NH2:36])[CH2:32][CH2:31]1, predict the reaction product.